This data is from Full USPTO retrosynthesis dataset with 1.9M reactions from patents (1976-2016). The task is: Predict the reactants needed to synthesize the given product. The reactants are: Br[C:2]1[CH:7]=[CH:6][CH:5]=[CH:4][C:3]=1[F:8].C([Li])CCC.[F:14][CH:15]([F:21])[C:16](OCC)=[O:17].[NH4+].[Cl-]. Given the product [F:14][CH:15]([F:21])[C:16]([C:2]1[CH:7]=[CH:6][CH:5]=[CH:4][C:3]=1[F:8])=[O:17], predict the reactants needed to synthesize it.